From a dataset of TCR-epitope binding with 47,182 pairs between 192 epitopes and 23,139 TCRs. Binary Classification. Given a T-cell receptor sequence (or CDR3 region) and an epitope sequence, predict whether binding occurs between them. (1) The epitope is HTDFSSEIIGY. The TCR CDR3 sequence is CASSFAGTDTQYF. Result: 0 (the TCR does not bind to the epitope). (2) The epitope is HPKVSSEVHI. The TCR CDR3 sequence is CATSGGTGHQPQHF. Result: 0 (the TCR does not bind to the epitope). (3) The epitope is AIMTRCLAV. The TCR CDR3 sequence is CASSPAGSYTEAFF. Result: 0 (the TCR does not bind to the epitope). (4) The epitope is TLVPQEHYV. The TCR CDR3 sequence is CASSLTLGSSPLHF. Result: 1 (the TCR binds to the epitope). (5) The epitope is ALSKGVHFV. The TCR CDR3 sequence is CASSQGGDNEQFF. Result: 0 (the TCR does not bind to the epitope). (6) The epitope is GLIYNRMGAVTTEV. The TCR CDR3 sequence is CASSLLGGSTNTGELFF. Result: 1 (the TCR binds to the epitope).